This data is from Reaction yield outcomes from USPTO patents with 853,638 reactions. The task is: Predict the reaction yield, written as a fraction of the theoretical maximum amount of product (1.0 means a 100% yield; for example, 0.34 means a 34% yield). (1) The reactants are C1(P(C2C=CC=CC=2)C2C=CC=CC=2)C=CC=CC=1.[Br:20]Br.[Cl:22][C:23]1[C:30]([CH2:31][CH2:32]O)=[C:29]([F:34])[CH:28]=[CH:27][C:24]=1[C:25]#[N:26]. The product is [Br:20][CH2:32][CH2:31][C:30]1[C:23]([Cl:22])=[C:24]([CH:27]=[CH:28][C:29]=1[F:34])[C:25]#[N:26]. The catalyst is C(Cl)Cl.CCCCCC. The yield is 0.960. (2) The reactants are Cl[C:2]1[N:7]=[CH:6][C:5]([C:8]([O:10][CH3:11])=[O:9])=[CH:4][N:3]=1.[Cl:12][C:13]1[CH:18]=[CH:17][C:16]([C:19]#[CH:20])=[CH:15][CH:14]=1. No catalyst specified. The product is [Cl:12][C:13]1[CH:18]=[CH:17][C:16]([C:19]#[C:20][C:2]2[N:7]=[CH:6][C:5]([C:8]([O:10][CH3:11])=[O:9])=[CH:4][N:3]=2)=[CH:15][CH:14]=1. The yield is 0.260. (3) The reactants are [CH3:1][C:2]1[S:3][C:4]2[CH:10]=[C:9]([S:11](Cl)(=[O:13])=[O:12])[CH:8]=[CH:7][C:5]=2[N:6]=1.[CH2:15]([NH:21][CH2:22][CH2:23][CH2:24][CH2:25][CH2:26][CH3:27])[CH2:16][CH2:17][CH2:18][CH2:19][CH3:20].CCCCCC. The catalyst is C(Cl)(Cl)Cl.C(OCC)(=O)C. The product is [CH2:22]([N:21]([CH2:15][CH2:16][CH2:17][CH2:18][CH2:19][CH3:20])[S:11]([C:9]1[CH:8]=[CH:7][C:5]2[N:6]=[C:2]([CH3:1])[S:3][C:4]=2[CH:10]=1)(=[O:13])=[O:12])[CH2:23][CH2:24][CH2:25][CH2:26][CH3:27]. The yield is 0.970. (4) The reactants are [CH3:1][O:2][CH2:3][CH2:4][O:5][CH2:6][O:7][C:8]1[C:13]([C:14]2[CH:19]=[CH:18][CH:17]=[CH:16][CH:15]=2)=[CH:12][C:11](C=O)=[CH:10][C:9]=1[C:22]1[CH:27]=[CH:26][CH:25]=[CH:24][CH:23]=1.C1C=C(Cl)C=C(C(OO)=[O:36])C=1.[OH-].[K+]. The catalyst is C(Cl)Cl. The yield is 0.610. The product is [CH3:1][O:2][CH2:3][CH2:4][O:5][CH2:6][O:7][C:8]1[C:13]([C:14]2[CH:19]=[CH:18][CH:17]=[CH:16][CH:15]=2)=[CH:12][C:11]([OH:36])=[CH:10][C:9]=1[C:22]1[CH:23]=[CH:24][CH:25]=[CH:26][CH:27]=1. (5) The reactants are [NH3:1].[CH:2]1([C:8](Cl)=[O:9])[CH2:7][CH2:6][CH2:5][CH2:4][CH2:3]1. The catalyst is C(Cl)(Cl)Cl. The product is [CH:2]1([C:8]([NH2:1])=[O:9])[CH2:7][CH2:6][CH2:5][CH2:4][CH2:3]1. The yield is 0.461. (6) The reactants are [Br:1][C:2]1[CH:7]=[CH:6][C:5]([S:8](Cl)(=[O:10])=[O:9])=[CH:4][C:3]=1[CH3:12].[F-:13].[K+].O. The catalyst is C(#N)C.C1OCCOCCOCCOCCOCCOC1. The product is [Br:1][C:2]1[CH:7]=[CH:6][C:5]([S:8]([F:13])(=[O:10])=[O:9])=[CH:4][C:3]=1[CH3:12]. The yield is 0.870. (7) The reactants are [CH3:1][O:2][N:3]([CH3:22])[C:4]([C:6]1[CH:21]=[CH:20][C:9]2[S:10][C:11]3[CH:19]=[CH:18][CH:17]=[CH:16][C:12]=3[C:13](Cl)=[N:14][C:8]=2[CH:7]=1)=[O:5].CN1[CH2:28][CH2:27][CH2:26][C:25]1=O.C([Mg]Cl)CCC. The catalyst is C1COCC1. The product is [CH3:1][O:2][N:3]([CH3:22])[C:4]([C:6]1[CH:21]=[CH:20][C:9]2[S:10][C:11]3[CH:19]=[CH:18][CH:17]=[CH:16][C:12]=3[C:13]([CH2:25][CH2:26][CH2:27][CH3:28])=[N:14][C:8]=2[CH:7]=1)=[O:5]. The yield is 0.700. (8) The yield is 0.880. The reactants are [CH2:1]([O:3][C:4]1[CH:9]=[CH:8][C:7]([S:10](Cl)(=[O:12])=[O:11])=[CH:6][C:5]=1[C:14]1[NH:19][C:18](=[O:20])[C:17]2=[C:21]([CH3:27])[N:22]=[C:23]([CH2:24][CH2:25][CH3:26])[N:16]2[N:15]=1)[CH3:2].[CH3:28][N:29]1[CH2:34][CH2:33][NH:32][CH2:31][CH2:30]1. The product is [CH2:1]([O:3][C:4]1[CH:9]=[CH:8][C:7]([S:10]([N:32]2[CH2:33][CH2:34][N:29]([CH3:28])[CH2:30][CH2:31]2)(=[O:12])=[O:11])=[CH:6][C:5]=1[C:14]1[NH:19][C:18](=[O:20])[C:17]2=[C:21]([CH3:27])[N:22]=[C:23]([CH2:24][CH2:25][CH3:26])[N:16]2[N:15]=1)[CH3:2]. The catalyst is ClCCl.CN(C1C=CN=CC=1)C. (9) The reactants are Br.[C:2]([OH:5])(=O)[CH3:3].[CH3:6][O:7][C:8]1[CH:9]=[C:10]2[C:15](=[C:16]3[CH2:20][C:19]([CH3:22])([CH3:21])[O:18][C:17]=13)[C:14]([C:23]1[CH:28]=[CH:27][N+:26]([O-])=[CH:25][CH:24]=1)=[N:13][C:12]([CH3:31])([CH3:30])[CH2:11]2.ClC1[CH:42]=[C:41](C)[C:40]2[C:35](=[CH:36][CH:37]=[CH:38][CH:39]=2)[N:34]=1.N. The catalyst is C1(C)C(C)=CC=CC=1.C(O)(=O)C. The product is [CH3:42][C:41]1[C:40]2[C:35](=[CH:36][CH:37]=[CH:38][CH:39]=2)[N:34]([C:27]2[CH:28]=[C:23]([C:14]3[C:15]4[C:10](=[CH:9][C:8]([O:7][CH3:6])=[C:17]5[O:18][C:19]([CH3:21])([CH3:22])[CH2:20][C:16]5=4)[CH2:11][C:12]([CH3:31])([CH3:30])[N:13]=3)[CH:24]=[CH:25][N:26]=2)[C:2](=[O:5])[CH:3]=1. The yield is 0.500. (10) The reactants are [CH3:1][C:2]1([NH2:15])[CH2:7][CH2:6][N:5]([C:8]2[CH:13]=[C:12]([CH3:14])[N:11]=[CH:10][N:9]=2)[CH2:4][CH2:3]1.[C:16](N1C=CC=CC1=O)(N1C=CC=CC1=O)=[S:17]. The catalyst is ClCCl. The product is [N:15]([C:2]1([CH3:1])[CH2:7][CH2:6][N:5]([C:8]2[CH:13]=[C:12]([CH3:14])[N:11]=[CH:10][N:9]=2)[CH2:4][CH2:3]1)=[C:16]=[S:17]. The yield is 0.910.